From a dataset of Reaction yield outcomes from USPTO patents with 853,638 reactions. Predict the reaction yield, written as a fraction of the theoretical maximum amount of product (1.0 means a 100% yield; for example, 0.34 means a 34% yield). (1) The reactants are [C:1]([C:5]1[CH:6]=[C:7]([C:16]2[CH:17]=[C:18]([C:26]3[CH:31]=[CH:30][C:29]([C:32]([O:34][CH2:35][CH3:36])=[O:33])=[CH:28][CH:27]=3)[CH:19]=[CH:20][C:21]=2[CH2:22][CH2:23]CO)[CH:8]=[CH:9][C:10]=1[N:11]([CH2:14][CH3:15])[CH2:12][CH3:13])([CH3:4])([CH3:3])[CH3:2].C(P(CCCCCCCC)CCCCCCCC)CCCCCCC.[C:62]([Br:66])(Br)(Br)Br.O. The catalyst is C(OCC)C. The product is [Br:66][CH2:62][CH2:23][CH2:22][C:21]1[CH:20]=[CH:19][C:18]([C:26]2[CH:27]=[CH:28][C:29]([C:32]([O:34][CH2:35][CH3:36])=[O:33])=[CH:30][CH:31]=2)=[CH:17][C:16]=1[C:7]1[CH:8]=[CH:9][C:10]([N:11]([CH2:12][CH3:13])[CH2:14][CH3:15])=[C:5]([C:1]([CH3:4])([CH3:3])[CH3:2])[CH:6]=1. The yield is 0.830. (2) The reactants are [CH2:1]([C:4]1[CH:10]=[CH:9][C:7]([NH2:8])=[CH:6][C:5]=1[N+:11]([O-:13])=[O:12])[CH2:2][CH3:3].[CH3:14][C:15]([O:18][C:19](O[C:19]([O:18][C:15]([CH3:17])([CH3:16])[CH3:14])=[O:20])=[O:20])([CH3:17])[CH3:16]. The catalyst is N1C=CC=CC=1.C(Cl)Cl. The product is [C:15]([O:18][C:19](=[O:20])[NH:8][C:7]1[CH:9]=[CH:10][C:4]([CH2:1][CH2:2][CH3:3])=[C:5]([N+:11]([O-:13])=[O:12])[CH:6]=1)([CH3:17])([CH3:16])[CH3:14]. The yield is 0.870. (3) The reactants are [OH:1][C:2]1[CH:3]=[CH:4][C:5]2[C:9]([O:10][C:11]3[CH:16]=[CH:15][C:14](/[CH:17]=[CH:18]/[C:19]([O:21][C:22]([CH3:25])([CH3:24])[CH3:23])=[O:20])=[CH:13][CH:12]=3)=[C:8]([C:26]3[CH:31]=[CH:30][CH:29]=[CH:28][C:27]=3[CH:32]([CH3:34])[CH3:33])[S:7][C:6]=2[CH:35]=1.[C:36](O)(=[O:38])[CH3:37].Cl.CN(C)CCCN=C=NCC. The catalyst is C(Cl)Cl.CN(C)C1C=CN=CC=1. The product is [C:36]([O:1][C:2]1[CH:3]=[CH:4][C:5]2[C:9]([O:10][C:11]3[CH:12]=[CH:13][C:14](/[CH:17]=[CH:18]/[C:19]([O:21][C:22]([CH3:25])([CH3:24])[CH3:23])=[O:20])=[CH:15][CH:16]=3)=[C:8]([C:26]3[CH:31]=[CH:30][CH:29]=[CH:28][C:27]=3[CH:32]([CH3:33])[CH3:34])[S:7][C:6]=2[CH:35]=1)(=[O:38])[CH3:37]. The yield is 0.950. (4) The reactants are [CH3:1][O:2][C:3]1[CH:4]=[C:5]2[C:9](=[CH:10][CH:11]=1)[NH:8][C:7]([CH3:16])(CC(O)=O)[CH2:6]2.CCN=C=NC[CH2:23][CH2:24]N(C)C.Cl.[F:29][C:30]1[CH:36]=[CH:35][C:33]([NH2:34])=[CH:32][CH:31]=1.[OH2:37]. The catalyst is C(Cl)Cl.CN(C1C=CN=CC=1)C. The product is [F:29][C:30]1[CH:36]=[CH:35][C:33]([NH:34][C:23](=[O:37])[CH2:24][C:6]2[C:5]3[C:9](=[CH:10][CH:11]=[C:3]([O:2][CH3:1])[CH:4]=3)[NH:8][C:7]=2[CH3:16])=[CH:32][CH:31]=1. The yield is 0.300.